Dataset: Peptide-MHC class I binding affinity with 185,985 pairs from IEDB/IMGT. Task: Regression. Given a peptide amino acid sequence and an MHC pseudo amino acid sequence, predict their binding affinity value. This is MHC class I binding data. The MHC is Mamu-A01 with pseudo-sequence Mamu-A01. The peptide sequence is LMPLYACI. The binding affinity (normalized) is 0.323.